This data is from Full USPTO retrosynthesis dataset with 1.9M reactions from patents (1976-2016). The task is: Predict the reactants needed to synthesize the given product. (1) The reactants are: [F:1][C:2]1[C:3]2[N:4]([C:14]([SH:17])=[N:15][N:16]=2)[CH:5]=[C:6]([C:8]2[CH:9]=[N:10][N:11]([CH3:13])[CH:12]=2)[CH:7]=1.Br[C:19]1[CH:28]=[CH:27][C:26]2[N:25]=[CH:24][C:23]3[O:29][CH2:30][CH2:31][O:32][C:22]=3[C:21]=2[CH:20]=1.C1(P(C2C=CC=CC=2)C2C3OC4C(=CC=CC=4P(C4C=CC=CC=4)C4C=CC=CC=4)C(C)(C)C=3C=CC=2)C=CC=CC=1.CC(C)([O-])C.[Na+]. Given the product [F:1][C:2]1[C:3]2[N:4]([C:14]([S:17][C:19]3[CH:28]=[CH:27][C:26]4[N:25]=[CH:24][C:23]5[O:29][CH2:30][CH2:31][O:32][C:22]=5[C:21]=4[CH:20]=3)=[N:15][N:16]=2)[CH:5]=[C:6]([C:8]2[CH:9]=[N:10][N:11]([CH3:13])[CH:12]=2)[CH:7]=1, predict the reactants needed to synthesize it. (2) Given the product [F:29][C:26]([F:27])([F:28])[C:24]1[CH:23]=[C:22]([C:30]2[CH:31]=[CH:32][C:33]([C:36]([F:39])([F:38])[F:37])=[CH:34][CH:35]=2)[N:21]=[C:20]([C:16]2[CH:15]=[C:14]([C:11]3[S:10][C:9]([S:6]([NH2:5])(=[O:8])=[O:7])=[CH:13][CH:12]=3)[CH:19]=[CH:18][CH:17]=2)[N:25]=1, predict the reactants needed to synthesize it. The reactants are: C([NH:5][S:6]([C:9]1[S:10][C:11]([C:14]2[CH:19]=[CH:18][CH:17]=[C:16]([C:20]3[N:25]=[C:24]([C:26]([F:29])([F:28])[F:27])[CH:23]=[C:22]([C:30]4[CH:35]=[CH:34][C:33]([C:36]([F:39])([F:38])[F:37])=[CH:32][CH:31]=4)[N:21]=3)[CH:15]=2)=[CH:12][CH:13]=1)(=[O:8])=[O:7])(C)(C)C.C(O)(C(F)(F)F)=O. (3) Given the product [NH:12]1[CH2:11][CH2:10][NH:13][CH:2]2[CH2:3][S:4](=[O:9])(=[O:8])[CH2:5][CH:6]12, predict the reactants needed to synthesize it. The reactants are: Cl[C@H:2]1[C@@H:6](Cl)[CH2:5][S:4](=[O:9])(=[O:8])[CH2:3]1.[CH2:10]([NH2:13])[CH2:11][NH2:12]. (4) Given the product [Br:10][C:11]1[CH:16]=[CH:15][C:14]([NH:17][C:6](=[O:9])[CH2:7][Cl:8])=[C:13]([O:18][CH3:19])[CH:12]=1, predict the reactants needed to synthesize it. The reactants are: [Cl:8][CH2:7][C:6](O[C:6](=[O:9])[CH2:7][Cl:8])=[O:9].[Br:10][C:11]1[CH:16]=[CH:15][C:14]([NH2:17])=[C:13]([O:18][CH3:19])[CH:12]=1. (5) Given the product [CH2:35]([O:34][C:32]([N:17]1[CH:18]([C:28]([OH:30])=[O:29])[CH:19]([C:21]2[CH:26]=[CH:25][C:24]([F:27])=[CH:23][CH:22]=2)[CH2:20][CH:15]([N:12]2[CH2:13][CH2:14][CH:9]([NH:8][C:6]([O:5][C:1]([CH3:4])([CH3:3])[CH3:2])=[O:7])[CH2:10][CH2:11]2)[CH2:16]1)=[O:33])[C:36]1[CH:41]=[CH:40][CH:39]=[CH:38][CH:37]=1, predict the reactants needed to synthesize it. The reactants are: [C:1]([O:5][C:6]([NH:8][CH:9]1[CH2:14][CH2:13][N:12]([CH:15]2[CH2:20][CH:19]([C:21]3[CH:26]=[CH:25][C:24]([F:27])=[CH:23][CH:22]=3)[CH:18]([C:28]([O:30]C)=[O:29])[N:17]([C:32]([O:34][CH2:35][C:36]3[CH:41]=[CH:40][CH:39]=[CH:38][CH:37]=3)=[O:33])[CH2:16]2)[CH2:11][CH2:10]1)=[O:7])([CH3:4])([CH3:3])[CH3:2].[Li+].[OH-].O.Cl. (6) Given the product [C:1](/[CH:3]=[CH:4]/[S:5]([C:8]1[CH:9]=[CH:10][C:11]([C:14]([CH3:19])([CH3:18])[C:15]([NH:20][C:21]2[CH:26]=[CH:25][CH:24]=[CH:23][C:22]=2[OH:27])=[O:17])=[CH:12][CH:13]=1)(=[O:6])=[O:7])#[N:2], predict the reactants needed to synthesize it. The reactants are: [C:1](/[CH:3]=[CH:4]/[S:5]([C:8]1[CH:13]=[CH:12][C:11]([C:14]([CH3:19])([CH3:18])[C:15]([OH:17])=O)=[CH:10][CH:9]=1)(=[O:7])=[O:6])#[N:2].[NH2:20][C:21]1[CH:26]=[CH:25][CH:24]=[CH:23][C:22]=1[OH:27].Cl.CN(C)CCCN=C=NCC.ON1C2C=CC=CC=2N=N1. (7) Given the product [Br:1][C:2]1[CH:3]=[C:4]([C:8]2[N:9]([CH2:18][C:19]3[CH:24]=[C:23]([Cl:25])[CH:22]=[CH:21][C:20]=3[Cl:26])[C:10]([C:13]([OH:15])=[O:14])=[CH:11][N:12]=2)[CH:5]=[N:6][CH:7]=1, predict the reactants needed to synthesize it. The reactants are: [Br:1][C:2]1[CH:3]=[C:4]([C:8]2[N:9]([CH2:18][C:19]3[CH:24]=[C:23]([Cl:25])[CH:22]=[CH:21][C:20]=3[Cl:26])[C:10]([C:13]([O:15]CC)=[O:14])=[CH:11][N:12]=2)[CH:5]=[N:6][CH:7]=1.[OH-].[Na+].Cl.